This data is from Catalyst prediction with 721,799 reactions and 888 catalyst types from USPTO. The task is: Predict which catalyst facilitates the given reaction. (1) Reactant: Cl[C:2]1[C:11]2[C:6](=[CH:7][CH:8]=[CH:9][CH:10]=2)[N:5]=[C:4]2[N:12]([C:16]3[CH:21]=[CH:20][CH:19]=[CH:18][N:17]=3)[N:13]=[C:14]([CH3:15])[C:3]=12.[NH:22]1[CH2:27][CH2:26][O:25][CH2:24][CH2:23]1.C(=O)([O-])[O-].[K+].[K+]. Product: [CH3:15][C:14]1[C:3]2[C:4](=[N:5][C:6]3[C:11]([C:2]=2[N:22]2[CH2:27][CH2:26][O:25][CH2:24][CH2:23]2)=[CH:10][CH:9]=[CH:8][CH:7]=3)[N:12]([C:16]2[CH:21]=[CH:20][CH:19]=[CH:18][N:17]=2)[N:13]=1. The catalyst class is: 9. (2) Reactant: F[C:2]1[CH:7]=[C:6]([N+:8]([O-:10])=[O:9])[CH:5]=[CH:4][C:3]=1[P:11]([CH3:16])(=[O:15])[O:12][CH2:13][CH3:14].Cl.[CH3:18][NH:19][CH3:20].C(N(CC)CC)C. Product: [CH3:18][N:19]([CH3:20])[C:2]1[CH:7]=[C:6]([N+:8]([O-:10])=[O:9])[CH:5]=[CH:4][C:3]=1[P:11]([CH3:16])(=[O:15])[O:12][CH2:13][CH3:14]. The catalyst class is: 121. (3) Reactant: [CH:1]1([N:7]([CH3:17])[C:8]2[CH:13]=[CH:12][C:11]([N+:14]([O-])=O)=[CH:10][N:9]=2)[CH2:6][CH2:5][CH2:4][CH2:3][CH2:2]1. Product: [CH:1]1([N:7]([C:8]2[CH:13]=[CH:12][C:11]([NH2:14])=[CH:10][N:9]=2)[CH3:17])[CH2:2][CH2:3][CH2:4][CH2:5][CH2:6]1. The catalyst class is: 261.